From a dataset of NCI-60 drug combinations with 297,098 pairs across 59 cell lines. Regression. Given two drug SMILES strings and cell line genomic features, predict the synergy score measuring deviation from expected non-interaction effect. (1) Drug 1: CC1=C(C=C(C=C1)NC2=NC=CC(=N2)N(C)C3=CC4=NN(C(=C4C=C3)C)C)S(=O)(=O)N.Cl. Drug 2: CC1=C2C(C(=O)C3(C(CC4C(C3C(C(C2(C)C)(CC1OC(=O)C(C(C5=CC=CC=C5)NC(=O)OC(C)(C)C)O)O)OC(=O)C6=CC=CC=C6)(CO4)OC(=O)C)OC)C)OC. Cell line: MOLT-4. Synergy scores: CSS=74.0, Synergy_ZIP=5.63, Synergy_Bliss=4.89, Synergy_Loewe=3.84, Synergy_HSA=5.86. (2) Synergy scores: CSS=58.9, Synergy_ZIP=1.04, Synergy_Bliss=1.49, Synergy_Loewe=-2.17, Synergy_HSA=-0.337. Drug 1: CC(C)(C#N)C1=CC(=CC(=C1)CN2C=NC=N2)C(C)(C)C#N. Drug 2: B(C(CC(C)C)NC(=O)C(CC1=CC=CC=C1)NC(=O)C2=NC=CN=C2)(O)O. Cell line: HL-60(TB). (3) Cell line: UO-31. Drug 1: CC(C1=C(C=CC(=C1Cl)F)Cl)OC2=C(N=CC(=C2)C3=CN(N=C3)C4CCNCC4)N. Synergy scores: CSS=9.18, Synergy_ZIP=-1.77, Synergy_Bliss=2.19, Synergy_Loewe=0.708, Synergy_HSA=1.60. Drug 2: C1=NC2=C(N=C(N=C2N1C3C(C(C(O3)CO)O)O)F)N. (4) Drug 1: CC1=CC2C(CCC3(C2CCC3(C(=O)C)OC(=O)C)C)C4(C1=CC(=O)CC4)C. Drug 2: C(CCl)NC(=O)N(CCCl)N=O. Cell line: MCF7. Synergy scores: CSS=-8.42, Synergy_ZIP=7.06, Synergy_Bliss=7.71, Synergy_Loewe=-3.91, Synergy_HSA=-3.91. (5) Drug 1: CC12CCC3C(C1CCC2=O)CC(=C)C4=CC(=O)C=CC34C. Drug 2: CNC(=O)C1=NC=CC(=C1)OC2=CC=C(C=C2)NC(=O)NC3=CC(=C(C=C3)Cl)C(F)(F)F. Cell line: OVCAR-5. Synergy scores: CSS=41.5, Synergy_ZIP=2.90, Synergy_Bliss=4.06, Synergy_Loewe=4.15, Synergy_HSA=3.97. (6) Drug 1: CC1=C(C=C(C=C1)C(=O)NC2=CC(=CC(=C2)C(F)(F)F)N3C=C(N=C3)C)NC4=NC=CC(=N4)C5=CN=CC=C5. Drug 2: CC1=C(C(=O)C2=C(C1=O)N3CC4C(C3(C2COC(=O)N)OC)N4)N. Cell line: LOX IMVI. Synergy scores: CSS=40.8, Synergy_ZIP=2.39, Synergy_Bliss=0.296, Synergy_Loewe=-26.1, Synergy_HSA=-3.12.